This data is from Full USPTO retrosynthesis dataset with 1.9M reactions from patents (1976-2016). The task is: Predict the reactants needed to synthesize the given product. (1) Given the product [Br:1][C:2]1[CH:3]=[C:4]([Cl:13])[C:5]([C:8]2([CH2:11][NH2:12])[CH2:9][CH2:10]2)=[N:6][CH:7]=1, predict the reactants needed to synthesize it. The reactants are: [Br:1][C:2]1[CH:3]=[C:4]([Cl:13])[C:5]([C:8]2([C:11]#[N:12])[CH2:10][CH2:9]2)=[N:6][CH:7]=1.[H-].C([Al+]CC(C)C)C(C)C.C(C(C(C([O-])=O)O)O)([O-])=O.[Na+].[K+]. (2) Given the product [C:22]([O:21][C:19]([N:26]1[CH2:31][CH2:30][N:29]([C:9]2[CH:8]=[CH:7][N:6]=[CH:5][C:4]=2[N+:1]([O-:3])=[O:2])[CH2:28][CH2:27]1)=[O:20])([CH3:25])([CH3:23])[CH3:24], predict the reactants needed to synthesize it. The reactants are: [N+:1]([C:4]1[CH:5]=[N:6][CH:7]=[CH:8][C:9]=1Cl)([O-:3])=[O:2].C(N(CC)C(C)C)C.[C:19]([N:26]1[CH2:31][CH2:30][NH:29][CH2:28][CH2:27]1)([O:21][C:22]([CH3:25])([CH3:24])[CH3:23])=[O:20]. (3) Given the product [CH:36]1([C:39]2[CH:40]=[CH:41][C:42]([C:43]([NH:26][CH2:25][C:3]3[CH:4]=[CH:5][C:6]([C:8]4[CH:13]=[CH:12][N:11]=[C:10]5[NH:14][C:15]([C:17]6[CH:22]=[CH:21][CH:20]=[C:19]([O:23][CH3:24])[CH:18]=6)=[N:16][C:9]=45)=[CH:7][C:2]=3[F:1])=[O:44])=[CH:46][CH:47]=2)[CH2:37][CH2:38]1, predict the reactants needed to synthesize it. The reactants are: [F:1][C:2]1[CH:7]=[C:6]([C:8]2[CH:13]=[CH:12][N:11]=[C:10]3[NH:14][C:15]([C:17]4[CH:22]=[CH:21][CH:20]=[C:19]([O:23][CH3:24])[CH:18]=4)=[N:16][C:9]=23)[CH:5]=[CH:4][C:3]=1[CH2:25][NH2:26].CCN(C(C)C)C(C)C.[CH:36]1([C:39]2[CH:47]=[CH:46][C:42]([C:43](Cl)=[O:44])=[CH:41][CH:40]=2)[CH2:38][CH2:37]1. (4) Given the product [C:14]([C:4]1[CH:3]=[C:2]([N:1]2[C:20](=[O:21])[CH2:19][CH2:18][C:17]2=[O:23])[CH:7]=[C:6]([S:8]([F:13])([F:9])([F:10])([F:11])[F:12])[CH:5]=1)(=[O:16])[CH3:15], predict the reactants needed to synthesize it. The reactants are: [NH2:1][C:2]1[CH:3]=[C:4]([C:14](=[O:16])[CH3:15])[CH:5]=[C:6]([S:8]([F:13])([F:12])([F:11])([F:10])[F:9])[CH:7]=1.[C:17](O)(=[O:23])[CH2:18][CH2:19][C:20](O)=[O:21].